Dataset: Full USPTO retrosynthesis dataset with 1.9M reactions from patents (1976-2016). Task: Predict the reactants needed to synthesize the given product. (1) Given the product [CH3:8][O:7][C:6]1[C:5](=[O:9])[C:4](=[O:10])[C:3]=1[Sn:13]([CH2:18][CH2:19][CH2:20][CH3:21])([CH2:22][CH2:23][CH2:24][CH3:25])[CH2:14][CH2:15][CH2:16][CH3:17], predict the reactants needed to synthesize it. The reactants are: CO[C:3]1[C:4](=[O:10])[C:5](=[O:9])[C:6]=1[O:7][CH3:8].C[Si](C)(C)[Sn:13]([CH2:22][CH2:23][CH2:24][CH3:25])([CH2:18][CH2:19][CH2:20][CH3:21])[CH2:14][CH2:15][CH2:16][CH3:17]. (2) Given the product [CH:12]1[N:13]2[C:22]3[C:17]([CH2:16][CH2:15][C:14]2=[C:10]([CH2:9][C@H:5]([CH2:4][CH2:3][CH2:2][NH:1][C:33]([O:32][CH:28]([O:27][C:23](=[O:26])[CH2:24][CH3:25])[CH:29]([CH3:31])[CH3:30])=[O:34])[C:6]([OH:8])=[O:7])[N:11]=1)=[CH:18][CH:19]=[CH:20][CH:21]=3, predict the reactants needed to synthesize it. The reactants are: [NH2:1][CH2:2][CH2:3][CH2:4][C@@H:5]([CH2:9][C:10]1[N:11]=[CH:12][N:13]2[C:22]3[C:17](=[CH:18][CH:19]=[CH:20][CH:21]=3)[CH2:16][CH2:15][C:14]=12)[C:6]([OH:8])=[O:7].[C:23]([O:27][CH:28]([O:32][C:33](OC1C=CC([N+]([O-])=O)=CC=1)=[O:34])[CH:29]([CH3:31])[CH3:30])(=[O:26])[CH2:24][CH3:25].O. (3) Given the product [CH3:1][O:2][C:3]1[C:8]([NH:9][C:10](=[O:11])[O:12][C:13]([CH3:16])([CH3:15])[CH3:14])=[CH:7][CH:6]=[CH:5][N:4]=1, predict the reactants needed to synthesize it. The reactants are: [CH3:1][O:2][C:3]1[C:8]([NH2:9])=[CH:7][CH:6]=[CH:5][N:4]=1.[C:10](O[C:10]([O:12][C:13]([CH3:16])([CH3:15])[CH3:14])=[O:11])([O:12][C:13]([CH3:16])([CH3:15])[CH3:14])=[O:11].